This data is from Full USPTO retrosynthesis dataset with 1.9M reactions from patents (1976-2016). The task is: Predict the reactants needed to synthesize the given product. (1) The reactants are: [SH:1][C:2]1[CH:7]=[CH:6][N:5]=[CH:4][CH:3]=1.F[C:9]1[CH:14]=[CH:13][CH:12]=[CH:11][C:10]=1[N+:15]([O-:17])=[O:16].C(=O)([O-])[O-].[K+].[K+]. Given the product [N+:15]([C:10]1[CH:11]=[CH:12][CH:13]=[CH:14][C:9]=1[S:1][C:2]1[CH:7]=[CH:6][N:5]=[CH:4][CH:3]=1)([O-:17])=[O:16], predict the reactants needed to synthesize it. (2) Given the product [N:38]1([C:1]([C:4]2[CH:5]=[CH:6][C:7]3[O:11][C:10]([C:12]([NH:14][C:15]4[CH:20]=[CH:19][C:18]([Cl:21])=[CH:17][N:16]=4)=[O:13])=[C:9]([NH:22][C:23]([C@H:25]4[CH2:26][CH2:27][C@H:28]([N:31]5[CH2:35][CH2:34][CH2:33][C:32]5=[O:36])[CH2:29][CH2:30]4)=[O:24])[C:8]=3[CH:37]=2)=[O:2])[CH2:43][CH2:42][O:41][CH2:40][CH2:39]1, predict the reactants needed to synthesize it. The reactants are: [C:1]([C:4]1[CH:5]=[CH:6][C:7]2[O:11][C:10]([C:12]([NH:14][C:15]3[CH:20]=[CH:19][C:18]([Cl:21])=[CH:17][N:16]=3)=[O:13])=[C:9]([NH:22][C:23]([C@H:25]3[CH2:30][CH2:29][C@H:28]([N:31]4[CH2:35][CH2:34][CH2:33][C:32]4=[O:36])[CH2:27][CH2:26]3)=[O:24])[C:8]=2[CH:37]=1)(O)=[O:2].[NH:38]1[CH2:43][CH2:42][O:41][CH2:40][CH2:39]1.ON1C2C=CC=CC=2N=N1.Cl.C(N=C=NCCCN(C)C)C. (3) Given the product [ClH:30].[ClH:30].[NH2:21][CH:18]1[CH2:19][CH2:20][N:15]([CH2:14][CH2:13][N:8]2[C:7]3[CH:29]=[C:3]([O:2][CH3:1])[CH:4]=[CH:5][C:6]=3[N:11]=[N:10][C:9]2=[O:12])[CH2:16][CH2:17]1, predict the reactants needed to synthesize it. The reactants are: [CH3:1][O:2][C:3]1[CH:4]=[CH:5][C:6]2[N:11]=[N:10][C:9](=[O:12])[N:8]([CH2:13][CH2:14][N:15]3[CH2:20][CH2:19][CH:18]([NH:21]C(=O)OC(C)(C)C)[CH2:17][CH2:16]3)[C:7]=2[CH:29]=1.[ClH:30].C(OCC)(=O)C. (4) Given the product [Cl:1][C:2]1[CH:7]=[CH:6][C:5]([S:8]([N:11]2[CH:16]3[CH2:17][CH2:18][CH2:19][CH:12]2[C:13]2[CH:21]=[N:23][C:24]4[N:25]([C:14]=2[CH2:15]3)[N:26]=[C:27]([NH2:29])[N:28]=4)(=[O:10])=[O:9])=[CH:4][CH:3]=1, predict the reactants needed to synthesize it. The reactants are: [Cl:1][C:2]1[CH:7]=[CH:6][C:5]([S:8]([N:11]2[CH:16]3[CH2:17][CH2:18][CH2:19][CH:12]2[C:13](=[CH:21]O)[C:14](=O)[CH2:15]3)(=[O:10])=[O:9])=[CH:4][CH:3]=1.[NH2:23][C:24]1[N:28]=[C:27]([NH2:29])[NH:26][N:25]=1. (5) The reactants are: [CH3:1][O:2][C:3]1[CH:8]=[C:7]([CH3:9])[C:6]([S:10]([N:13]2[CH2:17][CH2:16][CH2:15][C@H:14]2[CH2:18][O:19][CH2:20][C:21]([O:23]C(C)(C)C)=[O:22])(=[O:12])=[O:11])=[C:5]([CH3:28])[CH:4]=1.FC(F)(F)C(O)=O. Given the product [CH3:1][O:2][C:3]1[CH:8]=[C:7]([CH3:9])[C:6]([S:10]([N:13]2[CH2:17][CH2:16][CH2:15][C@H:14]2[CH2:18][O:19][CH2:20][C:21]([OH:23])=[O:22])(=[O:12])=[O:11])=[C:5]([CH3:28])[CH:4]=1, predict the reactants needed to synthesize it. (6) The reactants are: CCN(C(C)C)C(C)C.[CH3:10][C:11]1([NH:15][S:16]([C:19]2[CH:20]=[C:21]([CH:25]=[CH:26][CH:27]=2)[C:22]([OH:24])=O)(=[O:18])=[O:17])[CH2:14][O:13][CH2:12]1.CN(C(ON1N=NC2C=CC=NC1=2)=[N+](C)C)C.F[P-](F)(F)(F)(F)F.[Br:52][C:53]1[CH:54]=[C:55]([CH:57]=[CH:58][C:59]=1[F:60])[NH2:56]. Given the product [Br:52][C:53]1[CH:54]=[C:55]([NH:56][C:22](=[O:24])[C:21]2[CH:25]=[CH:26][CH:27]=[C:19]([S:16](=[O:17])(=[O:18])[NH:15][C:11]3([CH3:10])[CH2:12][O:13][CH2:14]3)[CH:20]=2)[CH:57]=[CH:58][C:59]=1[F:60], predict the reactants needed to synthesize it. (7) Given the product [Cl-:8].[CH3:11][N+:12]([CH3:13])([CH2:14][CH2:15][CH2:16][CH2:17][CH2:18][CH2:19][CH2:20][CH2:21][CH2:22][CH2:23][CH2:24][CH3:25])[CH2:7][C:6]1[CH:9]=[CH:10][C:3]([CH:1]=[CH2:2])=[CH:4][CH:5]=1, predict the reactants needed to synthesize it. The reactants are: [CH:1]([C:3]1[CH:10]=[CH:9][C:6]([CH2:7][Cl:8])=[CH:5][CH:4]=1)=[CH2:2].[CH3:11][N:12]([CH2:14][CH2:15][CH2:16][CH2:17][CH2:18][CH2:19][CH2:20][CH2:21][CH2:22][CH2:23][CH2:24][CH3:25])[CH3:13].